From a dataset of Catalyst prediction with 721,799 reactions and 888 catalyst types from USPTO. Predict which catalyst facilitates the given reaction. (1) Reactant: [NH2:1][CH:2]([C:7]1[CH:12]=[CH:11][CH:10]=[C:9]([O:13][CH:14]([CH3:16])[CH3:15])[CH:8]=1)[CH2:3][C:4]([OH:6])=O.[C:17](O)([C:19]([F:22])([F:21])[F:20])=[O:18].C(OC(C(F)(F)F)=O)(C(F)(F)F)=O.CCOC(C)=O. Product: [F:20][C:19]([F:22])([F:21])[C:17]([NH:1][CH:2]1[C:7]2[C:12](=[CH:11][CH:10]=[C:9]([O:13][CH:14]([CH3:16])[CH3:15])[CH:8]=2)[C:4](=[O:6])[CH2:3]1)=[O:18]. The catalyst class is: 6. (2) Reactant: Cl[C:2]1[C:11]([CH2:12][C:13]2[CH:18]=[CH:17][C:16]([N:19]3[CH:23]=[CH:22][CH:21]=[N:20]3)=[CH:15][CH:14]=2)=[C:10]([CH3:24])[C:9]2[C:8]([OH:25])=[CH:7][CH:6]=[C:5]([F:26])[C:4]=2[N:3]=1.[CH:27]1(B(O)O)[CH2:29][CH2:28]1.C(=O)([O-])[O-].[Cs+].[Cs+].O1CCOCC1. Product: [CH:27]1([C:2]2[C:11]([CH2:12][C:13]3[CH:18]=[CH:17][C:16]([N:19]4[CH:23]=[CH:22][CH:21]=[N:20]4)=[CH:15][CH:14]=3)=[C:10]([CH3:24])[C:9]3[C:8]([OH:25])=[CH:7][CH:6]=[C:5]([F:26])[C:4]=3[N:3]=2)[CH2:29][CH2:28]1. The catalyst class is: 6. (3) Reactant: N#N.[CH3:3][C:4]1[O:5][C:6]([C:12]2[CH:13]=[C:14]([CH3:18])[CH:15]=[CH:16][CH:17]=2)=[C:7]([C:9]([OH:11])=O)[N:8]=1.C1C=CC2N(O)N=NC=2C=1.C(Cl)CCl.CCN(C(C)C)C(C)C.[CH3:42][O:43][CH2:44][C:45]1[N:46]=[C:47]([CH2:50][N:51]2[N:55]=[C:54]([NH2:56])[CH:53]=[N:52]2)[O:48][CH:49]=1. Product: [CH3:42][O:43][CH2:44][C:45]1[N:46]=[C:47]([CH2:50][N:51]2[N:55]=[C:54]([NH:56][C:9]([C:7]3[N:8]=[C:4]([CH3:3])[O:5][C:6]=3[C:12]3[CH:13]=[C:14]([CH3:18])[CH:15]=[CH:16][CH:17]=3)=[O:11])[CH:53]=[N:52]2)[O:48][CH:49]=1. The catalyst class is: 64. (4) Reactant: Br[C:2]1[CH:7]=[CH:6][N:5]=[C:4]([N:8]2[CH2:13][CH2:12][CH:11]([N:14]([CH3:16])[CH3:15])[CH2:10][CH2:9]2)[CH:3]=1.[B:17]1(B2OC(C)(C)C(C)(C)O2)[O:21]C(C)(C)C(C)(C)[O:18]1.C([O-])(=O)C.[K+]. Product: [CH3:15][N:14]([CH3:16])[CH:11]1[CH2:12][CH2:13][N:8]([C:4]2[CH:3]=[C:2]([B:17]([OH:21])[OH:18])[CH:7]=[CH:6][N:5]=2)[CH2:9][CH2:10]1. The catalyst class is: 12. (5) Reactant: [NH2:1][C@H:2]([C:7]([OH:9])=[O:8])[CH2:3][CH:4]([CH3:6])[CH3:5].[OH-].[Na+].[C:12](O[C:12]([O:14][C:15]([CH3:18])([CH3:17])[CH3:16])=[O:13])([O:14][C:15]([CH3:18])([CH3:17])[CH3:16])=[O:13]. Product: [C:15]([O:14][C:12]([NH:1][C@@H:2]([CH2:3][CH:4]([CH3:6])[CH3:5])[C:7]([OH:9])=[O:8])=[O:13])([CH3:18])([CH3:17])[CH3:16]. The catalyst class is: 12.